From a dataset of Reaction yield outcomes from USPTO patents with 853,638 reactions. Predict the reaction yield, written as a fraction of the theoretical maximum amount of product (1.0 means a 100% yield; for example, 0.34 means a 34% yield). (1) The reactants are [F:1][C:2]1[CH:7]=[CH:6][C:5]([C:8]2[CH:16]=[CH:15][CH:14]=[C:13]3[C:9]=2[CH2:10][C:11](=[O:17])[NH:12]3)=[CH:4][CH:3]=1.[CH3:18][C@H:19]1[NH:24][C@@H:23]([CH3:25])[CH2:22][N:21]([C:26]([C:28]2[C:29]([CH3:35])=[C:30]([CH:33]=O)[NH:31][CH:32]=2)=[O:27])[CH2:20]1. The catalyst is C(O)C.N1CCCCC1. The product is [CH3:25][C@H:23]1[NH:24][C@@H:19]([CH3:18])[CH2:20][N:21]([C:26]([C:28]2[C:29]([CH3:35])=[C:30]([CH:33]=[C:10]3[C:9]4[C:13](=[CH:14][CH:15]=[CH:16][C:8]=4[C:5]4[CH:4]=[CH:3][C:2]([F:1])=[CH:7][CH:6]=4)[NH:12][C:11]3=[O:17])[NH:31][CH:32]=2)=[O:27])[CH2:22]1. The yield is 0.500. (2) The reactants are [C:1]([O:5][C:6]([N:8]1[CH2:13][CH:12]=[CH:11][CH:10]([OH:14])[CH2:9]1)=[O:7])([CH3:4])([CH3:3])[CH3:2].[Cr](Cl)([O-])(=O)=O.[NH+]1C=CC=CC=1. The catalyst is ClCCl. The product is [C:1]([O:5][C:6]([N:8]1[CH2:13][CH:12]=[CH:11][C:10](=[O:14])[CH2:9]1)=[O:7])([CH3:4])([CH3:2])[CH3:3]. The yield is 0.610. (3) The catalyst is CS(C)=O. The product is [Br:1][C:2]1[CH:10]=[CH:9][CH:8]=[C:7]2[C:3]=1[C:28](=[O:27])[C:29](=[O:22])[N:6]2[CH2:11][CH2:12][CH2:13][CH2:14][CH3:15]. The yield is 0.920. The reactants are [Br:1][C:2]1[CH:10]=[CH:9][CH:8]=[C:7]2[C:3]=1C=C[N:6]2[CH2:11][CH2:12][CH2:13][CH2:14][CH3:15].BrN1C(=[O:22])CCC1=O.C([O:27][CH2:28][CH3:29])(=O)C.O.